The task is: Predict the reaction yield, written as a fraction of the theoretical maximum amount of product (1.0 means a 100% yield; for example, 0.34 means a 34% yield).. This data is from Reaction yield outcomes from USPTO patents with 853,638 reactions. (1) The reactants are [F:1][C@H:2]1[CH2:6][N:5]([S:7]([C:10]2[CH:15]=[CH:14][C:13]([F:16])=[CH:12][CH:11]=2)(=[O:9])=[O:8])[C@H:4]([C:17]([NH:19][CH2:20][C:21]2[CH:26]=[C:25](B3OC(C)(C)C(C)(C)O3)[CH:24]=[CH:23][C:22]=2[F:36])=[O:18])[CH2:3]1.BrC1[CH:43]=[CH:42][C:41]([C:44]([F:47])([F:46])[F:45])=CN=1.C(=O)([O-])[O-].[Cs+].[Cs+].O.[C:55](#[N:57])[CH3:56]. The catalyst is CC(P(C(C)(C)C)C1C=CC(N(C)C)=CC=1)(C)C.CC(P(C(C)(C)C)C1C=CC(N(C)C)=CC=1)(C)C.Cl[Pd]Cl. The product is [F:1][C@H:2]1[CH2:6][N:5]([S:7]([C:10]2[CH:15]=[CH:14][C:13]([F:16])=[CH:12][CH:11]=2)(=[O:9])=[O:8])[C@H:4]([C:17]([NH:19][CH2:20][C:21]2[CH:26]=[C:25]([C:56]3[CH:55]=[N:57][C:41]([C:44]([F:47])([F:46])[F:45])=[CH:42][CH:43]=3)[CH:24]=[CH:23][C:22]=2[F:36])=[O:18])[CH2:3]1. The yield is 0.600. (2) The reactants are S(Cl)(Cl)=O.[C:5]1([C:15]([OH:17])=O)[C:14]2[C:9](=[CH:10][CH:11]=[CH:12][CH:13]=2)[CH:8]=[CH:7][CH:6]=1.[CH2:18]([NH2:20])[CH3:19].O. The catalyst is C([O-])(O)=O.[Na+]. The product is [CH2:18]([NH:20][C:15]([C:5]1[C:14]2[C:9](=[CH:10][CH:11]=[CH:12][CH:13]=2)[CH:8]=[CH:7][CH:6]=1)=[O:17])[CH3:19]. The yield is 0.180. (3) The reactants are [Cl:1][C:2]1[CH:3]=[C:4]2[C:8](=[CH:9][CH:10]=1)[NH:7][N:6]=[C:5]2[I:11].Cl.Cl[CH2:14][CH2:15][N:16]1[CH2:20][CH2:19][CH2:18][CH2:17]1. No catalyst specified. The product is [Cl:1][C:2]1[CH:3]=[C:4]2[C:8](=[CH:9][CH:10]=1)[N:7]([CH2:14][CH2:15][N:16]1[CH2:20][CH2:19][CH2:18][CH2:17]1)[N:6]=[C:5]2[I:11]. The yield is 0.600. (4) The reactants are [CH3:1][O:2][C:3]1[CH:4]=[C:5]2[C:10](=[CH:11][CH:12]=1)[CH2:9][CH:8]([NH2:13])[CH2:7][CH2:6]2.CCN(C(C)C)C(C)C.[C:23](Cl)(=[O:25])[CH3:24]. The catalyst is C(Cl)Cl. The product is [CH3:1][O:2][C:3]1[CH:4]=[C:5]2[C:10](=[CH:11][CH:12]=1)[CH2:9][CH:8]([NH:13][C:23](=[O:25])[CH3:24])[CH2:7][CH2:6]2. The yield is 0.500.